Predict the reactants needed to synthesize the given product. From a dataset of Full USPTO retrosynthesis dataset with 1.9M reactions from patents (1976-2016). (1) Given the product [CH3:20][S:21]([O:10][CH2:9][C:4]1[CH:5]=[C:6]([F:8])[CH:7]=[C:2]([Br:1])[CH:3]=1)(=[O:23])=[O:22], predict the reactants needed to synthesize it. The reactants are: [Br:1][C:2]1[CH:3]=[C:4]([CH2:9][OH:10])[CH:5]=[C:6]([F:8])[CH:7]=1.C(N(C(C)C)CC)(C)C.[CH3:20][S:21](Cl)(=[O:23])=[O:22]. (2) Given the product [OH:36][C:35]([CH3:38])([CH3:37])[CH2:34][N:4]1[CH2:5][CH2:6][CH2:7][N:1]([C:8]2[CH:13]=[CH:12][C:11]([N:14]3[CH:23]=[CH:22][C:21]4[C:16](=[CH:17][CH:18]=[C:19]([O:24][CH2:25][C@@H:26]5[CH2:30][CH2:29][CH2:28][O:27]5)[CH:20]=4)[C:15]3=[O:31])=[CH:10][C:9]=2[O:32][CH3:33])[CH2:2][CH2:3]1, predict the reactants needed to synthesize it. The reactants are: [N:1]1([C:8]2[CH:13]=[CH:12][C:11]([N:14]3[CH:23]=[CH:22][C:21]4[C:16](=[CH:17][CH:18]=[C:19]([O:24][CH2:25][C@@H:26]5[CH2:30][CH2:29][CH2:28][O:27]5)[CH:20]=4)[C:15]3=[O:31])=[CH:10][C:9]=2[O:32][CH3:33])[CH2:7][CH2:6][CH2:5][NH:4][CH2:3][CH2:2]1.[CH3:34][C:35]1([CH3:38])[CH2:37][O:36]1. (3) Given the product [C:27]([OH:34])(=[O:33])[CH2:28][CH2:29][C:30]([OH:32])=[O:31].[Cl:1][C:2]1[CH:3]=[C:4]([CH:20]=[CH:21][C:22]=1[Cl:23])[O:5][CH2:6][CH2:7][CH2:8][O:9][NH:10][C:11]([NH:13][C:14]([NH:16][CH:17]([CH3:19])[CH3:18])=[NH:15])=[NH:12].[Cl:1][C:2]1[CH:3]=[C:4]([CH:20]=[CH:21][C:22]=1[Cl:23])[O:5][CH2:6][CH2:7][CH2:8][O:9][NH:10][C:11]([NH:13][C:14]([NH:16][CH:17]([CH3:19])[CH3:18])=[NH:15])=[NH:12], predict the reactants needed to synthesize it. The reactants are: [Cl:1][C:2]1[CH:3]=[C:4]([CH:20]=[CH:21][C:22]=1[Cl:23])[O:5][CH2:6][CH2:7][CH2:8][O:9][NH:10][C:11]([NH:13][C:14]([NH:16][CH:17]([CH3:19])[CH3:18])=[NH:15])=[NH:12].C(O)C.[C:27]([OH:34])(=[O:33])[CH2:28][CH2:29][C:30]([OH:32])=[O:31]. (4) Given the product [C:1]([O:5][C:6]([CH:7]1[CH:26]([C:27]2[CH:32]=[CH:31][CH:30]=[C:29]([F:33])[C:28]=2[F:34])[C:23]([C:20]2[CH:21]=[CH:22][C:17]([Cl:16])=[CH:18][C:19]=2[F:35])([C:24]#[N:25])[CH:9]([CH2:10][C:11]([CH3:14])([CH3:13])[CH3:12])[NH:8]1)=[O:15])([CH3:4])([CH3:3])[CH3:2], predict the reactants needed to synthesize it. The reactants are: [C:1]([O:5][C:6](=[O:15])[CH2:7]/[N:8]=[CH:9]/[CH2:10][C:11]([CH3:14])([CH3:13])[CH3:12])([CH3:4])([CH3:3])[CH3:2].[Cl:16][C:17]1[CH:22]=[CH:21][C:20](/[C:23](=[CH:26]/[C:27]2[CH:32]=[CH:31][CH:30]=[C:29]([F:33])[C:28]=2[F:34])/[C:24]#[N:25])=[C:19]([F:35])[CH:18]=1.C(N(CC)CC)C. (5) Given the product [N:1]1([C:7]2[C:16]3[C:11](=[CH:12][CH:13]=[C:14]([C:17]([OH:19])=[O:18])[CH:15]=3)[N:10]=[C:9]([C:22]([F:24])([F:23])[F:25])[CH:29]=2)[CH2:2][CH2:3][CH2:4][CH2:5][CH2:6]1, predict the reactants needed to synthesize it. The reactants are: [N:1]1([C:7]2[C:16]3[C:11](=[CH:12][CH:13]=[C:14]([C:17]([O:19]CC)=[O:18])[CH:15]=3)[N:10]=[C:9]([C:22]([F:25])([F:24])[F:23])N=2)[CH2:6][CH2:5][CH2:4][CH2:3][CH2:2]1.[OH-].[Li+].Cl.[CH3:29]O. (6) Given the product [NH2:1][C:4]1[N:8]=[CH:7][N:6]([C:9]2[CH:16]=[CH:15][C:14](/[CH:17]=[CH:18]/[CH:19]([C:24]3[CH:25]=[C:26]([Cl:32])[C:27]([Cl:31])=[C:28]([Cl:30])[CH:29]=3)[C:20]([F:21])([F:22])[F:23])=[CH:13][C:10]=2[C:11]#[N:12])[N:5]=1, predict the reactants needed to synthesize it. The reactants are: [N+:1]([C:4]1[N:8]=[CH:7][N:6]([C:9]2[CH:16]=[CH:15][C:14](/[CH:17]=[CH:18]/[CH:19]([C:24]3[CH:29]=[C:28]([Cl:30])[C:27]([Cl:31])=[C:26]([Cl:32])[CH:25]=3)[C:20]([F:23])([F:22])[F:21])=[CH:13][C:10]=2[C:11]#[N:12])[N:5]=1)([O-])=O.[NH4+].[Cl-]. (7) Given the product [F:1][C:2]1[CH:10]=[CH:9][C:5]([C:6]([OH:8])=[O:7])=[CH:4][C:3]=1[S:11][CH:21]1[CH2:17][CH2:18][CH:19]([C:22]([O:28][CH3:27])=[O:37])[CH2:20]1, predict the reactants needed to synthesize it. The reactants are: [F:1][C:2]1[CH:10]=[CH:9][C:5]([C:6]([OH:8])=[O:7])=[CH:4][C:3]=1[SH:11].CS(O[CH:17]1[CH2:21][CH2:20][CH:19]([CH2:22]C(OC)=O)[CH2:18]1)(=O)=O.[C:27](=O)([O-])[O-:28].[Cs+].[Cs+].[I-].[Na+].CC[O:37]CC.